The task is: Predict which catalyst facilitates the given reaction.. This data is from Catalyst prediction with 721,799 reactions and 888 catalyst types from USPTO. (1) Reactant: [CH3:1][O:2][C:3]1[CH:4]=[C:5]2[C:9](=[CH:10][CH:11]=1)[NH:8][CH:7]=[C:6]2[C:12]1[NH:20][C:15]2=[N:16][CH:17]=[CH:18][N:19]=[C:14]2[CH:13]=1.[H-].[Na+].Cl[CH2:24][C:25]([N:27]1[CH2:32][CH2:31][O:30][CH2:29][CH2:28]1)=[O:26].O. Product: [CH3:1][O:2][C:3]1[CH:4]=[C:5]2[C:9](=[CH:10][CH:11]=1)[N:8]([CH2:24][C:25]([N:27]1[CH2:32][CH2:31][O:30][CH2:29][CH2:28]1)=[O:26])[CH:7]=[C:6]2[C:12]1[NH:20][C:15]2=[N:16][CH:17]=[CH:18][N:19]=[C:14]2[CH:13]=1. The catalyst class is: 9. (2) Reactant: FC(F)(F)C(O)=O.[CH2:8]([NH:12][O:13][CH2:14][CH2:15][CH3:16])[CH2:9][CH2:10][CH3:11].CCN(C(C)C)C(C)C.[Br:26][CH2:27][C:28](Br)=[O:29]. Product: [CH2:8]([N:12]([O:13][CH2:14][CH2:15][CH3:16])[C:28](=[O:29])[CH2:27][Br:26])[CH2:9][CH2:10][CH3:11]. The catalyst class is: 10.